From a dataset of Reaction yield outcomes from USPTO patents with 853,638 reactions. Predict the reaction yield, written as a fraction of the theoretical maximum amount of product (1.0 means a 100% yield; for example, 0.34 means a 34% yield). The product is [OH:16][C:17]1[CH:21]=[C:20]([CH2:22][CH2:23][C:24]([O:26][CH2:27][CH3:28])=[O:25])[N:19]([CH2:29][CH:30]([CH3:31])[CH3:32])[N:18]=1. The catalyst is [C].[Pd]. The reactants are O1CCCC1CCO.C([O:16][C:17]1[CH:21]=[C:20](/[CH:22]=[CH:23]/[C:24]([O:26][CH2:27][CH3:28])=[O:25])[N:19]([CH2:29][CH:30]([CH3:32])[CH3:31])[N:18]=1)C1C=CC=CC=1. The yield is 0.820.